Dataset: NCI-60 drug combinations with 297,098 pairs across 59 cell lines. Task: Regression. Given two drug SMILES strings and cell line genomic features, predict the synergy score measuring deviation from expected non-interaction effect. (1) Drug 1: CC1=C(C=C(C=C1)NC2=NC=CC(=N2)N(C)C3=CC4=NN(C(=C4C=C3)C)C)S(=O)(=O)N.Cl. Drug 2: C1CCC(CC1)NC(=O)N(CCCl)N=O. Cell line: COLO 205. Synergy scores: CSS=11.0, Synergy_ZIP=-1.74, Synergy_Bliss=1.09, Synergy_Loewe=-15.7, Synergy_HSA=-5.51. (2) Drug 2: C1CCN(CC1)CCOC2=CC=C(C=C2)C(=O)C3=C(SC4=C3C=CC(=C4)O)C5=CC=C(C=C5)O. Drug 1: CC1=C2C(C(=O)C3(C(CC4C(C3C(C(C2(C)C)(CC1OC(=O)C(C(C5=CC=CC=C5)NC(=O)OC(C)(C)C)O)O)OC(=O)C6=CC=CC=C6)(CO4)OC(=O)C)OC)C)OC. Cell line: NCI-H522. Synergy scores: CSS=62.8, Synergy_ZIP=19.1, Synergy_Bliss=21.9, Synergy_Loewe=-16.6, Synergy_HSA=22.0. (3) Drug 1: C1=CC=C(C=C1)NC(=O)CCCCCCC(=O)NO. Drug 2: CCN(CC)CCCC(C)NC1=C2C=C(C=CC2=NC3=C1C=CC(=C3)Cl)OC. Cell line: SW-620. Synergy scores: CSS=24.7, Synergy_ZIP=-3.13, Synergy_Bliss=-4.76, Synergy_Loewe=-10.8, Synergy_HSA=-6.38. (4) Drug 1: C1CCC(C1)C(CC#N)N2C=C(C=N2)C3=C4C=CNC4=NC=N3. Drug 2: C1CNP(=O)(OC1)N(CCCl)CCCl. Cell line: OVCAR-8. Synergy scores: CSS=1.31, Synergy_ZIP=1.03, Synergy_Bliss=1.74, Synergy_Loewe=-0.0567, Synergy_HSA=-0.244.